This data is from Retrosynthesis with 50K atom-mapped reactions and 10 reaction types from USPTO. The task is: Predict the reactants needed to synthesize the given product. Given the product CON(C)c1cc(C(N)=O)nc(Cl)n1, predict the reactants needed to synthesize it. The reactants are: CNOC.NC(=O)c1cc(Cl)nc(Cl)n1.